This data is from Merck oncology drug combination screen with 23,052 pairs across 39 cell lines. The task is: Regression. Given two drug SMILES strings and cell line genomic features, predict the synergy score measuring deviation from expected non-interaction effect. (1) Drug 1: NC1(c2ccc(-c3nc4ccn5c(=O)[nH]nc5c4cc3-c3ccccc3)cc2)CCC1. Drug 2: COC1=C2CC(C)CC(OC)C(O)C(C)C=C(C)C(OC(N)=O)C(OC)C=CC=C(C)C(=O)NC(=CC1=O)C2=O. Cell line: NCIH460. Synergy scores: synergy=22.1. (2) Drug 1: CCN(CC)CCNC(=O)c1c(C)[nH]c(C=C2C(=O)Nc3ccc(F)cc32)c1C. Drug 2: C=CCn1c(=O)c2cnc(Nc3ccc(N4CCN(C)CC4)cc3)nc2n1-c1cccc(C(C)(C)O)n1. Cell line: A2780. Synergy scores: synergy=-4.05. (3) Drug 1: O=c1[nH]cc(F)c(=O)[nH]1. Drug 2: Cn1cc(-c2cnn3c(N)c(Br)c(C4CCCNC4)nc23)cn1. Cell line: COLO320DM. Synergy scores: synergy=13.1. (4) Drug 1: COC12C(COC(N)=O)C3=C(C(=O)C(C)=C(N)C3=O)N1CC1NC12. Synergy scores: synergy=-52.8. Cell line: ES2. Drug 2: C#Cc1cccc(Nc2ncnc3cc(OCCOC)c(OCCOC)cc23)c1. (5) Drug 1: CN1C(=O)C=CC2(C)C3CCC4(C)C(NC(=O)OCC(F)(F)F)CCC4C3CCC12. Drug 2: Cn1nnc2c(C(N)=O)ncn2c1=O. Cell line: SKOV3. Synergy scores: synergy=-18.2. (6) Drug 1: COC1CC2CCC(C)C(O)(O2)C(=O)C(=O)N2CCCCC2C(=O)OC(C(C)CC2CCC(OP(C)(C)=O)C(OC)C2)CC(=O)C(C)C=C(C)C(O)C(OC)C(=O)C(C)CC(C)C=CC=CC=C1C. Drug 2: CCc1cnn2c(NCc3ccc[n+]([O-])c3)cc(N3CCCCC3CCO)nc12. Cell line: COLO320DM. Synergy scores: synergy=15.8.